Task: Predict the reactants needed to synthesize the given product.. Dataset: Full USPTO retrosynthesis dataset with 1.9M reactions from patents (1976-2016) (1) Given the product [ClH:47].[ClH:47].[CH:39]1([C@H:13]([NH:12][C:10](=[O:11])[C@H:9]([CH3:45])[NH:7][CH3:6])[C:14]([N:16]2[C@H:21]([C:22]([NH:23][C@H:24]3[C:33]4[C:28](=[CH:29][CH:30]=[CH:31][CH:32]=4)[O:27][CH2:26][CH2:25]3)=[O:34])[CH2:20][N:19]3[CH2:35][C@H:36]([OH:38])[CH2:37][C@@H:18]3[CH2:17]2)=[O:15])[CH2:44][CH2:43][CH2:42][CH2:41][CH2:40]1, predict the reactants needed to synthesize it. The reactants are: C(O[C:6](=O)[N:7]([C@@H:9]([CH3:45])[C:10]([NH:12][C@@H:13]([CH:39]1[CH2:44][CH2:43][CH2:42][CH2:41][CH2:40]1)[C:14]([N:16]1[C@H:21]([C:22](=[O:34])[NH:23][C@H:24]2[C:33]3[C:28](=[CH:29][CH:30]=[CH:31][CH:32]=3)[O:27][CH2:26][CH2:25]2)[CH2:20][N:19]2[CH2:35][C@H:36]([OH:38])[CH2:37][C@@H:18]2[CH2:17]1)=[O:15])=[O:11])C)(C)(C)C.[ClH:47].CO. (2) Given the product [CH3:23][C:11]1([CH2:12][N:13]2[C:17]3[CH:18]=[CH:19][CH:20]=[CH:21][C:16]=3[O:15][C:14]2=[O:22])[O:24][C:2]2=[N:6][C:5]([N+:7]([O-:9])=[O:8])=[CH:4][N:3]2[CH2:10]1, predict the reactants needed to synthesize it. The reactants are: Cl[C:2]1[N:3]([CH2:10][C:11]([OH:24])([CH3:23])[CH2:12][N:13]2[C:17]3[CH:18]=[CH:19][CH:20]=[CH:21][C:16]=3[O:15][C:14]2=[O:22])[CH:4]=[C:5]([N+:7]([O-:9])=[O:8])[N:6]=1.[H-].[Na+].O1CCOCC1. (3) Given the product [F:1][C:2]1[CH:7]=[CH:6][C:5]([CH:8]([N:12]2[CH2:17][CH2:16][C:15]([C:38]3[CH:43]=[CH:42][CH:41]=[C:40]([F:44])[CH:39]=3)([CH2:18][CH2:19][N:20]3[C@H:21]4[CH2:27][CH2:26][C@@H:25]3[CH2:24][CH:23]([N:28]3[C:32]5[CH:33]=[CH:34][CH:35]=[CH:36][C:31]=5[N:30]=[C:29]3[CH3:37])[CH2:22]4)[CH2:14][CH2:13]2)[C:9]([NH:55][CH3:54])=[O:11])=[CH:4][CH:3]=1, predict the reactants needed to synthesize it. The reactants are: [F:1][C:2]1[CH:7]=[CH:6][C:5]([CH:8]([N:12]2[CH2:17][CH2:16][C:15]([C:38]3[CH:43]=[CH:42][CH:41]=[C:40]([F:44])[CH:39]=3)([CH2:18][CH2:19][N:20]3[C@H:25]4[CH2:26][CH2:27][C@@H:21]3[CH2:22][CH:23]([N:28]3[C:32]5[CH:33]=[CH:34][CH:35]=[CH:36][C:31]=5[N:30]=[C:29]3[CH3:37])[CH2:24]4)[CH2:14][CH2:13]2)[C:9]([OH:11])=O)=[CH:4][CH:3]=1.FC1C=C(C2(CCN3[C@H]4CC[C@@H]3CC(N3C5C=CC=CC=5N=C3C)C4)CC[NH:55][CH2:54]C2)C=CC=1.FC1C=CC(B(O)O)=CC=1.CN.CN(C(ON1N=NC2C=CC=NC1=2)=[N+](C)C)C.F[P-](F)(F)(F)(F)F. (4) Given the product [CH:11]1([C:10]2[C:9]3[C:4](=[CH:5][C:6]([C:17]([O:19][CH3:20])=[O:18])=[CH:7][CH:8]=3)[N:3]([CH2:21][CH:22]3[O:23][CH2:24][CH2:25][O:26]3)[C:2]=2[C:38]2[CH:39]=[CH:40][C:35]([O:34][CH3:33])=[CH:36][C:37]=2[CH:44]=[O:45])[CH2:16][CH2:15][CH2:14][CH2:13][CH2:12]1, predict the reactants needed to synthesize it. The reactants are: Br[C:2]1[N:3]([CH2:21][CH:22]2[O:26][CH2:25][CH2:24][O:23]2)[C:4]2[C:9]([C:10]=1[CH:11]1[CH2:16][CH2:15][CH2:14][CH2:13][CH2:12]1)=[CH:8][CH:7]=[C:6]([C:17]([O:19][CH3:20])=[O:18])[CH:5]=2.C([O-])([O-])=O.[Na+].[Na+].[CH3:33][O:34][C:35]1[CH:40]=[CH:39][C:38](B(O)O)=[C:37]([CH:44]=[O:45])[CH:36]=1. (5) Given the product [Cl:1][C:2]1[CH:7]=[CH:6][C:5]([CH:8]([C:26]2[CH:27]=[CH:28][C:29]([Cl:32])=[CH:30][CH:31]=2)[C:9]2[CH:10]=[C:11]3[C:16](=[CH:17][CH:18]=2)[N:15]=[CH:14][N:13]=[C:12]3[NH:19][CH:20]2[CH2:21][CH2:22][N:23]([S:48]([C:45]3[CH:44]=[CH:43][C:42]([C:40]#[N:41])=[CH:47][CH:46]=3)(=[O:50])=[O:49])[CH2:24][CH2:25]2)=[CH:4][CH:3]=1, predict the reactants needed to synthesize it. The reactants are: [Cl:1][C:2]1[CH:7]=[CH:6][C:5]([CH:8]([C:26]2[CH:31]=[CH:30][C:29]([Cl:32])=[CH:28][CH:27]=2)[C:9]2[CH:10]=[C:11]3[C:16](=[CH:17][CH:18]=2)[N:15]=[CH:14][N:13]=[C:12]3[NH:19][CH:20]2[CH2:25][CH2:24][NH:23][CH2:22][CH2:21]2)=[CH:4][CH:3]=1.C(N(CC)CC)C.[C:40]([C:42]1[CH:47]=[CH:46][C:45]([S:48](Cl)(=[O:50])=[O:49])=[CH:44][CH:43]=1)#[N:41].